Dataset: Forward reaction prediction with 1.9M reactions from USPTO patents (1976-2016). Task: Predict the product of the given reaction. Given the reactants [Br:1][C:2]1[S:12][C:5]2[CH2:6][N:7]([CH3:11])[CH2:8][CH:9]([OH:10])[C:4]=2[CH:3]=1.[Cl:13][C:14]1[CH:15]=[C:16](F)[CH:17]=[CH:18][C:19]=1[Cl:20], predict the reaction product. The product is: [ClH:13].[Br:1][C:2]1[S:12][C:5]2[CH2:6][N:7]([CH3:11])[CH2:8][CH:9]([O:10][C:17]3[CH:16]=[CH:15][C:14]([Cl:13])=[C:19]([Cl:20])[CH:18]=3)[C:4]=2[CH:3]=1.